Dataset: Peptide-MHC class II binding affinity with 134,281 pairs from IEDB. Task: Regression. Given a peptide amino acid sequence and an MHC pseudo amino acid sequence, predict their binding affinity value. This is MHC class II binding data. (1) The peptide sequence is AWVDSGAQLGELYYA. The MHC is DRB1_1302 with pseudo-sequence DRB1_1302. The binding affinity (normalized) is 0.213. (2) The peptide sequence is LPWTSGATTETPTWN. The MHC is DRB1_0404 with pseudo-sequence DRB1_0404. The binding affinity (normalized) is 0.193. (3) The binding affinity (normalized) is 0.408. The MHC is DRB1_0405 with pseudo-sequence DRB1_0405. The peptide sequence is NGSMRVFVDVIRALD. (4) The peptide sequence is GSDPKKLVLNIKYTRPGDSL. The MHC is DRB1_1101 with pseudo-sequence DRB1_1101. The binding affinity (normalized) is 0.743. (5) The peptide sequence is GELQIVDKIDAAFGI. The MHC is DRB4_0101 with pseudo-sequence DRB4_0103. The binding affinity (normalized) is 0.790. (6) The MHC is DRB4_0101 with pseudo-sequence DRB4_0103. The binding affinity (normalized) is 0. The peptide sequence is YKDVDKPPFSGMTGC. (7) The peptide sequence is LKGSETTVTERIFRE. The MHC is DRB1_0701 with pseudo-sequence DRB1_0701. The binding affinity (normalized) is 0.463. (8) The peptide sequence is EPGHLAPTGMFVAGA. The MHC is HLA-DPA10103-DPB10301 with pseudo-sequence HLA-DPA10103-DPB10301. The binding affinity (normalized) is 0. (9) The peptide sequence is LNTLVKQLSSNFGAI. The MHC is DRB1_1501 with pseudo-sequence DRB1_1501. The binding affinity (normalized) is 0.728.